Dataset: Reaction yield outcomes from USPTO patents with 853,638 reactions. Task: Predict the reaction yield, written as a fraction of the theoretical maximum amount of product (1.0 means a 100% yield; for example, 0.34 means a 34% yield). (1) The catalyst is CO.O. The reactants are [O:1]1[CH2:6][CH2:5][N:4]([CH2:7][C:8]2[CH:9]=[C:10]([CH:15]=[CH:16][CH:17]=2)[C:11]([O:13]C)=[O:12])[CH2:3][CH2:2]1.[Li+].[OH-]. The yield is 0.425. The product is [O:1]1[CH2:2][CH2:3][N:4]([CH2:7][C:8]2[CH:9]=[C:10]([CH:15]=[CH:16][CH:17]=2)[C:11]([OH:13])=[O:12])[CH2:5][CH2:6]1. (2) The reactants are [OH-].[Na+].C[O:4][C:5](=[O:24])[CH2:6][CH2:7][CH2:8][CH2:9][CH2:10][CH2:11][CH2:12][N:13]1[CH:17]=[CH:16][N:15]=[C:14]1[C:18]1[CH:23]=[CH:22][CH:21]=[CH:20][CH:19]=1. The catalyst is O.CO. The product is [C:18]1([C:14]2[N:13]([CH2:12][CH2:11][CH2:10][CH2:9][CH2:8][CH2:7][CH2:6][C:5]([OH:24])=[O:4])[CH:17]=[CH:16][N:15]=2)[CH:19]=[CH:20][CH:21]=[CH:22][CH:23]=1. The yield is 0.520. (3) The reactants are [C:1]1([CH:7]([C:30]2[CH:35]=[CH:34][CH:33]=[CH:32][CH:31]=2)[CH2:8][CH2:9][N:10]([CH:24]2[CH2:29][CH2:28][NH:27][CH2:26][CH2:25]2)[C:11]([NH:13][C:14]2[CH:19]=[CH:18][CH:17]=[C:16]([C:20]([F:23])([F:22])[F:21])[CH:15]=2)=[O:12])[CH:6]=[CH:5][CH:4]=[CH:3][CH:2]=1.[C:36]1([N:42]=[C:43]=[O:44])[CH:41]=[CH:40][CH:39]=[CH:38][CH:37]=1. The catalyst is ClCCl. The product is [C:30]1([CH:7]([C:1]2[CH:6]=[CH:5][CH:4]=[CH:3][CH:2]=2)[CH2:8][CH2:9][N:10]([C:11]([NH:13][C:14]2[CH:19]=[CH:18][CH:17]=[C:16]([C:20]([F:21])([F:23])[F:22])[CH:15]=2)=[O:12])[CH:24]2[CH2:25][CH2:26][N:27]([C:43]([NH:42][C:36]3[CH:41]=[CH:40][CH:39]=[CH:38][CH:37]=3)=[O:44])[CH2:28][CH2:29]2)[CH:35]=[CH:34][CH:33]=[CH:32][CH:31]=1. The yield is 0.400. (4) The reactants are C1([NH:7][C:8]([C:10]2[C:11](=[O:22])[N:12]([CH3:21])[C:13]3[C:18]([C:19]=2O)=[CH:17][CH:16]=[CH:15][CH:14]=3)=O)CCCCC1.P(Cl)(Cl)([Cl:25])=O. No catalyst specified. The product is [Cl:25][C:19]1[C:18]2[C:13](=[CH:14][CH:15]=[CH:16][CH:17]=2)[N:12]([CH3:21])[C:11](=[O:22])[C:10]=1[C:8]#[N:7]. The yield is 0.820. (5) The catalyst is CN(C)C=O. The reactants are [NH2:1][C:2]1[CH:7]=[CH:6][CH:5]=[CH:4][C:3]=1[C:8]1[CH:13]=[CH:12][CH:11]=[CH:10][C:9]=1[NH:14][C:15](=[O:33])[C:16]([C:19]1[CH:24]=[C:23]([C:25]([F:28])([F:27])[F:26])[CH:22]=[C:21]([C:29]([F:32])([F:31])[F:30])[CH:20]=1)([CH3:18])[CH3:17].CI.[C:36](OCC)(=O)C. The product is [NH2:1][C:2]1[CH:7]=[CH:6][CH:5]=[CH:4][C:3]=1[C:8]1[CH:13]=[CH:12][CH:11]=[CH:10][C:9]=1[N:14]([CH3:36])[C:15](=[O:33])[C:16]([C:19]1[CH:20]=[C:21]([C:29]([F:30])([F:31])[F:32])[CH:22]=[C:23]([C:25]([F:26])([F:27])[F:28])[CH:24]=1)([CH3:18])[CH3:17]. The yield is 0.360. (6) The reactants are [F:1][C:2]([F:13])([F:12])[C:3]1[CH:4]=[C:5]([B:9]([OH:11])[OH:10])[CH:6]=[CH:7][CH:8]=1.[NH:14]([CH2:18][CH2:19]O)[CH2:15][CH2:16]O. No catalyst specified. The product is [F:13][C:2]([F:1])([F:12])[C:3]1[CH:4]=[C:5]([B:9]2[O:10][CH2:19][CH2:18][NH:14][CH2:15][CH2:16][O:11]2)[CH:6]=[CH:7][CH:8]=1. The yield is 0.790. (7) The reactants are [C:1]([C:6]1[C:13]([C:14]([CH3:17])([CH3:16])[CH3:15])=[CH:12][C:9]([CH:10]=O)=[CH:8][C:7]=1[C:18]([CH3:21])([CH3:20])[CH3:19])(=[O:5])[CH:2]([CH3:4])[CH3:3].[C:22]([NH:26][OH:27])([CH3:25])([CH3:24])[CH3:23].C1(C)C=CC(S(O)(=O)=O)=CC=1. The catalyst is C1C=CC=CC=1. The product is [C:1]([C:6]1[C:13]([C:14]([CH3:17])([CH3:16])[CH3:15])=[CH:12][C:9]([CH:10]=[N+:26]([C:22]([CH3:25])([CH3:24])[CH3:23])[O-:27])=[CH:8][C:7]=1[C:18]([CH3:21])([CH3:20])[CH3:19])(=[O:5])[CH:2]([CH3:4])[CH3:3]. The yield is 0.508.